This data is from Reaction yield outcomes from USPTO patents with 853,638 reactions. The task is: Predict the reaction yield, written as a fraction of the theoretical maximum amount of product (1.0 means a 100% yield; for example, 0.34 means a 34% yield). The reactants are Cl.[NH2:2][C@@H:3]([C:22]1[CH:27]=[CH:26][CH:25]=[CH:24][CH:23]=1)[C:4]1[CH:5]=[C:6]([CH:19]=[CH:20][CH:21]=1)[O:7][CH2:8][C:9]1[CH:18]=[CH:17][C:12]([C:13]([O:15][CH3:16])=[O:14])=[CH:11][CH:10]=1.[C:28](Cl)(=[O:38])[O:29][C@@H:30]1[CH:35]2[CH2:36][CH2:37][N:32]([CH2:33][CH2:34]2)[CH2:31]1.O. The catalyst is N1C=CC=CC=1. The product is [C:22]1([C@H:3]([NH:2][C:28]([O:29][C@@H:30]2[CH:35]3[CH2:36][CH2:37][N:32]([CH2:33][CH2:34]3)[CH2:31]2)=[O:38])[C:4]2[CH:5]=[C:6]([CH:19]=[CH:20][CH:21]=2)[O:7][CH2:8][C:9]2[CH:18]=[CH:17][C:12]([C:13]([O:15][CH3:16])=[O:14])=[CH:11][CH:10]=2)[CH:23]=[CH:24][CH:25]=[CH:26][CH:27]=1. The yield is 0.660.